This data is from Catalyst prediction with 721,799 reactions and 888 catalyst types from USPTO. The task is: Predict which catalyst facilitates the given reaction. Reactant: [NH2:1][C:2]1[CH:7]=[CH:6][C:5]([Br:8])=[CH:4][C:3]=1[C:9]([C:11]1[CH:16]=[CH:15][CH:14]=[CH:13][C:12]=1[F:17])=[O:10].C(=O)(O)[O-].[Na+].[Br:23][CH2:24][C:25](Br)=[O:26]. Product: [Br:23][CH2:24][C:25]([NH:1][C:2]1[CH:7]=[CH:6][C:5]([Br:8])=[CH:4][C:3]=1[C:9](=[O:10])[C:11]1[CH:16]=[CH:15][CH:14]=[CH:13][C:12]=1[F:17])=[O:26]. The catalyst class is: 22.